Task: Predict the product of the given reaction.. Dataset: Forward reaction prediction with 1.9M reactions from USPTO patents (1976-2016) (1) Given the reactants [F:1][C:2]1[CH:28]=[CH:27][C:5]([CH2:6][NH:7][C:8](=O)[C:9]2[CH:25]=[CH:24][CH:23]=[C:11]([C:12]([NH:14][CH2:15][C:16]3[CH:21]=[CH:20][C:19]([F:22])=[CH:18][CH:17]=3)=O)[CH:10]=2)=[CH:4][CH:3]=1.B.CC(O)=O, predict the reaction product. The product is: [F:1][C:2]1[CH:3]=[CH:4][C:5]([CH2:6][NH:7][CH2:8][C:9]2[CH:25]=[CH:24][CH:23]=[C:11]([CH2:12][NH:14][CH2:15][C:16]3[CH:17]=[CH:18][C:19]([F:22])=[CH:20][CH:21]=3)[CH:10]=2)=[CH:27][CH:28]=1. (2) The product is: [Br:25][C:11]1[N:12]=[N:13][C:8]([C:6]2[CH:7]=[C:2]([Br:1])[CH:3]=[CH:4][C:5]=2[F:15])=[CH:9][N:10]=1. Given the reactants [Br:1][C:2]1[CH:3]=[CH:4][C:5]([F:15])=[C:6]([C:8]2[N:13]=[N:12][C:11](N)=[N:10][CH:9]=2)[CH:7]=1.N(OCCC(C)C)=O.C(Br)(Br)[Br:25], predict the reaction product. (3) Given the reactants C(OC[CH2:8][CH2:9][Si:10]([O:15][CH3:16])([O:13][CH3:14])[O:11][CH3:12])(=O)C(C)=C.[O:17]1[CH:23]2[CH:18]1CC(CC[Si](OC)(OC)OC)CC2.C(OCCC[Si](OC)(OC)OC)[CH:34]1[O:36][CH2:35]1.C(OCCC[Si](C)(OCC)OCC)[CH:49]1[O:51][CH2:50]1.NCCNCCC[Si](OC)(OC)OC.NCCC[Si](OCC)(OCC)OCC.SCCC[Si](OC)(OC)OC.C(OCCC[Si](OC(C)=C)(OC(C)=C)OC(C)=C)C1OC1.C(OCCC[Si](C)(OC(C)=C)OC(C)=C)C1OC1.[SiH4], predict the reaction product. The product is: [CH:9]([Si:10]([O:11][CH2:12][CH2:23][O:17][CH3:18])([O:13][CH2:14][CH2:50][O:51][CH3:49])[O:15][CH2:16][CH2:35][O:36][CH3:34])=[CH2:8]. (4) Given the reactants [O:1]=[C:2]1[N:6]([C:7]2[CH:12]=[CH:11][CH:10]=[CH:9][CH:8]=2)[CH2:5][C:4]2([CH2:17][CH2:16][CH:15]([C:18](OCC)=[O:19])[CH2:14][CH2:13]2)[O:3]1.[H-].[H-].[H-].[H-].[Li+].[Al+3], predict the reaction product. The product is: [OH:19][CH2:18][CH:15]1[CH2:16][CH2:17][C:4]2([O:3][C:2](=[O:1])[N:6]([C:7]3[CH:12]=[CH:11][CH:10]=[CH:9][CH:8]=3)[CH2:5]2)[CH2:13][CH2:14]1. (5) Given the reactants [N:1]1([CH2:6][C:7]2[CH:12]=[CH:11][N:10]3[CH:13]=[CH:14][N:15]=[C:9]3[N:8]=2)[CH:5]=[N:4][CH:3]=[N:2]1.[Br-:16].[K+].C([O-])(=O)C.[Na+].BrBr, predict the reaction product. The product is: [Br:16][C:13]1[N:10]2[CH:11]=[CH:12][C:7]([CH2:6][N:1]3[CH:5]=[N:4][CH:3]=[N:2]3)=[N:8][C:9]2=[N:15][CH:14]=1.